From a dataset of Forward reaction prediction with 1.9M reactions from USPTO patents (1976-2016). Predict the product of the given reaction. (1) Given the reactants [CH3:1][O:2][C:3]1[N:8]=[C:7]([C:9]2[CH:17]=[CH:16][C:12]([C:13]([OH:15])=O)=[CH:11][CH:10]=2)[CH:6]=[CH:5][CH:4]=1.[CH3:18][C@@H:19]1[CH2:23][CH2:22][CH2:21][N:20]1[CH2:24][C@@H:25]1[CH2:29][CH2:28][CH2:27][NH:26]1, predict the reaction product. The product is: [CH3:1][O:2][C:3]1[N:8]=[C:7]([C:9]2[CH:10]=[CH:11][C:12]([C:13]([N:26]3[CH2:27][CH2:28][CH2:29][C@H:25]3[CH2:24][N:20]3[CH2:21][CH2:22][CH2:23][C@H:19]3[CH3:18])=[O:15])=[CH:16][CH:17]=2)[CH:6]=[CH:5][CH:4]=1. (2) Given the reactants [C:1](Cl)(=[O:8])[C:2]1[CH:7]=[CH:6][CH:5]=[CH:4][CH:3]=1.O[NH:11][C:12]([N:14]1[CH2:19][CH2:18][CH:17]([C:20]2[CH:25]=[CH:24][C:23]([C@@H:26]([NH:28][C:29](=[O:31])[CH3:30])[CH3:27])=[CH:22][CH:21]=2)[CH2:16][CH2:15]1)=[NH:13].C(N(CC)CC)C, predict the reaction product. The product is: [C:2]1([C:1]2[O:8][N:13]=[C:12]([N:14]3[CH2:19][CH2:18][CH:17]([C:20]4[CH:21]=[CH:22][C:23]([C@@H:26]([NH:28][C:29](=[O:31])[CH3:30])[CH3:27])=[CH:24][CH:25]=4)[CH2:16][CH2:15]3)[N:11]=2)[CH:7]=[CH:6][CH:5]=[CH:4][CH:3]=1. (3) The product is: [CH3:4][C:2]1[C:1](=[O:6])[NH:9][C:10]2[N:11]=[CH:12][CH:13]=[CH:14][C:15]=2[N:16]=1. Given the reactants [C:1]([O:6]CC)(=O)[C:2]([CH3:4])=O.[NH2:9][C:10]1[C:15]([NH2:16])=[CH:14][CH:13]=[CH:12][N:11]=1, predict the reaction product. (4) Given the reactants C([O:8][C:9]1[N:14]=[C:13]2[NH:15][CH:16]=[N:17][C:12]2=[CH:11][CH:10]=1)C1C=CC=CC=1.[Cl:18][C:19]1[C:24]([Cl:25])=[CH:23][CH:22]=[CH:21][C:20]=1B(O)O, predict the reaction product. The product is: [Cl:18][C:19]1[C:24]([Cl:25])=[CH:23][CH:22]=[CH:21][C:20]=1[N:15]1[C:13]2=[N:14][C:9]([OH:8])=[CH:10][CH:11]=[C:12]2[N:17]=[CH:16]1. (5) Given the reactants [Cl-].[CH3:2][O:3][CH2:4][P+](C1C=CC=CC=1)(C1C=CC=CC=1)C1C=CC=CC=1.[CH:24]([C:26]1[CH:27]=[C:28]2[C:33](=[CH:34][CH:35]=1)[C:31](=[O:32])[O:30][CH2:29]2)=O, predict the reaction product. The product is: [CH3:2][O:3][CH:4]=[CH:24][C:26]1[CH:27]=[C:28]2[C:33](=[CH:34][CH:35]=1)[C:31](=[O:32])[O:30][CH2:29]2. (6) Given the reactants O1[C:5]2([CH2:10][CH2:9][CH:8]([NH:11][C:12]3[CH:17]=[CH:16][C:15]([S:18]([NH:21][C:22](=[O:61])[C:23]4[CH:28]=[CH:27][C:26]([N:29]5[CH2:34][CH2:33][N:32]([CH2:35][C:36]6[CH2:41][CH2:40][C:39]([CH3:43])([CH3:42])[CH2:38][C:37]=6[C:44]6[CH:49]=[CH:48][C:47]([Cl:50])=[CH:46][CH:45]=6)[CH2:31][CH2:30]5)=[CH:25][C:24]=4[O:51][C:52]4[CH:53]=[C:54]5[CH:60]=[CH:59][NH:58][C:55]5=[N:56][CH:57]=4)(=[O:20])=[O:19])=[CH:14][C:13]=3[N+:62]([O-:64])=[O:63])[CH2:7][CH2:6]2)[O:4]CC1.O.C1(C)C=CC(S(O)(=O)=O)=CC=1, predict the reaction product. The product is: [NH:58]1[C:55]2=[N:56][CH:57]=[C:52]([O:51][C:24]3[CH:25]=[C:26]([N:29]4[CH2:30][CH2:31][N:32]([CH2:35][C:36]5[CH2:41][CH2:40][C:39]([CH3:43])([CH3:42])[CH2:38][C:37]=5[C:44]5[CH:45]=[CH:46][C:47]([Cl:50])=[CH:48][CH:49]=5)[CH2:33][CH2:34]4)[CH:27]=[CH:28][C:23]=3[C:22]([NH:21][S:18]([C:15]3[CH:16]=[CH:17][C:12]([NH:11][CH:8]4[CH2:9][CH2:10][C:5](=[O:4])[CH2:6][CH2:7]4)=[C:13]([N+:62]([O-:64])=[O:63])[CH:14]=3)(=[O:20])=[O:19])=[O:61])[CH:53]=[C:54]2[CH:60]=[CH:59]1. (7) Given the reactants [Br:1][C:2]1[C:3]([C:9]([F:12])([F:11])[F:10])=[CH:4][C:5](Cl)=[N:6][CH:7]=1.[CH2:13]([O-:15])[CH3:14].[Na+], predict the reaction product. The product is: [Br:1][C:2]1[C:3]([C:9]([F:12])([F:11])[F:10])=[CH:4][C:5]([O:15][CH2:13][CH3:14])=[N:6][CH:7]=1. (8) Given the reactants [OH:1][CH2:2][C:3]1[CH:4]=[C:5]([OH:9])[CH:6]=[CH:7][CH:8]=1.F[C:11]1[C:16]([CH3:17])=[CH:15][CH:14]=[CH:13][N:12]=1.C(=O)([O-])[O-].[Cs+].[Cs+], predict the reaction product. The product is: [CH3:17][C:16]1[C:11]([O:9][C:5]2[CH:4]=[C:3]([CH2:2][OH:1])[CH:8]=[CH:7][CH:6]=2)=[N:12][CH:13]=[CH:14][CH:15]=1. (9) The product is: [Br:15][C:10]1[CH:9]=[C:8]([CH2:7][C@H:5]([NH:6][C:22](=[O:23])[C:21]2[CH:25]=[C:26]([Cl:27])[C:18]([Cl:17])=[CH:19][C:20]=2[NH:28][S:29]([C:32]2[C:33]3[N:34]=[CH:35][CH:36]=[N:37][C:38]=3[CH:39]=[CH:40][CH:41]=2)(=[O:31])=[O:30])[C:4]([OH:3])=[O:16])[CH:13]=[CH:12][C:11]=1[Cl:14]. Given the reactants Cl.C[O:3][C:4](=[O:16])[C@H:5]([CH2:7][C:8]1[CH:13]=[CH:12][C:11]([Cl:14])=[C:10]([Br:15])[CH:9]=1)[NH2:6].[Cl:17][C:18]1[C:26]([Cl:27])=[CH:25][C:21]([C:22](O)=[O:23])=[C:20]([NH:28][S:29]([C:32]2[C:33]3[N:34]=[CH:35][CH:36]=[N:37][C:38]=3[CH:39]=[CH:40][CH:41]=2)(=[O:31])=[O:30])[CH:19]=1.N1C2C=CC=C(S(Cl)(=O)=O)C=2N=CC=1, predict the reaction product.